This data is from Forward reaction prediction with 1.9M reactions from USPTO patents (1976-2016). The task is: Predict the product of the given reaction. (1) Given the reactants [C:1]1([CH:7]([CH:11]2[CH2:15][CH2:14][CH2:13][CH2:12]2)[C:8](O)=[O:9])[CH:6]=[CH:5][CH:4]=[CH:3][CH:2]=1.CN(C)C=O.C(Cl)(=O)C([Cl:24])=O, predict the reaction product. The product is: [C:1]1([CH:7]([CH:11]2[CH2:15][CH2:14][CH2:13][CH2:12]2)[C:8]([Cl:24])=[O:9])[CH:6]=[CH:5][CH:4]=[CH:3][CH:2]=1. (2) Given the reactants [CH2:1]([O:3][C:4]([C:6]([CH3:22])([O:8][C:9]1[CH:14]=[CH:13][C:12]([CH:15]([CH3:20])[CH2:16][C:17]([OH:19])=O)=[CH:11][C:10]=1[CH3:21])[CH3:7])=[O:5])[CH3:2].[F:23][C:24]([F:39])([F:38])[C:25]1[CH:30]=[CH:29][C:28]([C:31]2[CH:36]=[CH:35][C:34]([NH2:37])=[CH:33][CH:32]=2)=[CH:27][CH:26]=1, predict the reaction product. The product is: [CH2:1]([O:3][C:4](=[O:5])[C:6]([CH3:7])([O:8][C:9]1[CH:14]=[CH:13][C:12]([CH:15]([CH3:20])[CH2:16][C:17](=[O:19])[NH:37][C:34]2[CH:35]=[CH:36][C:31]([C:28]3[CH:29]=[CH:30][C:25]([C:24]([F:23])([F:38])[F:39])=[CH:26][CH:27]=3)=[CH:32][CH:33]=2)=[CH:11][C:10]=1[CH3:21])[CH3:22])[CH3:2].